From a dataset of Forward reaction prediction with 1.9M reactions from USPTO patents (1976-2016). Predict the product of the given reaction. (1) Given the reactants Cl.[Cl:2][C:3]1[CH:8]=[CH:7][CH:6]=[CH:5][C:4]=1[CH:9]1[N:13]([C:14]2[CH:19]=[CH:18][CH:17]=[C:16]([N:20]3[CH2:25][CH2:24][NH:23][CH2:22][CH2:21]3)[CH:15]=2)[N:12]=[C:11]([C:26]([C:32]([F:35])([F:34])[F:33])([C:28]([F:31])([F:30])[F:29])[OH:27])[CH2:10]1.[CH3:36][S:37](Cl)(=[O:39])=[O:38].C(N(CC)CC)C, predict the reaction product. The product is: [Cl:2][C:3]1[CH:8]=[CH:7][CH:6]=[CH:5][C:4]=1[CH:9]1[N:13]([C:14]2[CH:19]=[CH:18][CH:17]=[C:16]([N:20]3[CH2:21][CH2:22][N:23]([S:37]([CH3:36])(=[O:39])=[O:38])[CH2:24][CH2:25]3)[CH:15]=2)[N:12]=[C:11]([C:26]([C:28]([F:31])([F:30])[F:29])([C:32]([F:33])([F:35])[F:34])[OH:27])[CH2:10]1. (2) Given the reactants [Cl:1][C:2]1[C:7]([C:8]([F:11])([F:10])[F:9])=[CH:6][N:5]=[C:4]([NH:12][C:13]2[CH:21]=[CH:20][C:16]([C:17]([OH:19])=O)=[CH:15][C:14]=2[O:22][CH3:23])[N:3]=1.S(Cl)(Cl)=O.[NH2:28][CH:29]1[CH2:34][CH2:33][N:32]([CH3:35])[CH2:31][CH2:30]1.C(N(C(C)C)CC)(C)C, predict the reaction product. The product is: [Cl:1][C:2]1[C:7]([C:8]([F:10])([F:9])[F:11])=[CH:6][N:5]=[C:4]([NH:12][C:13]2[CH:21]=[CH:20][C:16]([C:17]([NH:28][CH:29]3[CH2:34][CH2:33][N:32]([CH3:35])[CH2:31][CH2:30]3)=[O:19])=[CH:15][C:14]=2[O:22][CH3:23])[N:3]=1. (3) Given the reactants [CH2:1]([O:8][N:9]1[C:15](=[O:16])[N:14]2[CH2:17][C@H:10]1[CH2:11][CH2:12][C@H:13]2[C:18]([OH:20])=O)[C:2]1[CH:7]=[CH:6][CH:5]=[CH:4][CH:3]=1.ClC(OCC(C)C)=O.C(N(CC)CC)C.[NH2:36][O:37][CH2:38][CH2:39][NH:40][C:41](=[O:47])[O:42][C:43]([CH3:46])([CH3:45])[CH3:44], predict the reaction product. The product is: [CH2:1]([O:8][N:9]1[C:15](=[O:16])[N:14]2[CH2:17][C@H:10]1[CH2:11][CH2:12][C@H:13]2[C:18]([NH:36][O:37][CH2:38][CH2:39][NH:40][C:41](=[O:47])[O:42][C:43]([CH3:45])([CH3:44])[CH3:46])=[O:20])[C:2]1[CH:3]=[CH:4][CH:5]=[CH:6][CH:7]=1. (4) The product is: [NH2:1][C:4]1[CH:5]=[CH:6][C:7]([Cl:14])=[C:8]([C:12]=1[Cl:13])[C:9]([OH:11])=[O:10]. Given the reactants [N+:1]([C:4]1[CH:5]=[CH:6][C:7]([Cl:14])=[C:8]([C:12]=1[Cl:13])[C:9]([OH:11])=[O:10])([O-])=O, predict the reaction product.